Dataset: Reaction yield outcomes from USPTO patents with 853,638 reactions. Task: Predict the reaction yield, written as a fraction of the theoretical maximum amount of product (1.0 means a 100% yield; for example, 0.34 means a 34% yield). (1) The reactants are [C:1]([O:4][C:5]1[C:12]([O:13][CH3:14])=[CH:11][C:8]([CH:9]=[O:10])=[CH:7][C:6]=1[O:15][CH3:16])(=[O:3])[CH3:2].[Br:17]Br.C(OCC)(=O)C. The catalyst is C(O)(=O)C.O. The product is [C:1]([O:4][C:5]1[C:12]([O:13][CH3:14])=[CH:11][C:8]([CH:9]=[O:10])=[C:7]([Br:17])[C:6]=1[O:15][CH3:16])(=[O:3])[CH3:2]. The yield is 0.800. (2) The reactants are [CH3:1][C:2]1[N:7]=[CH:6][C:5]([NH:8][C:9]2[CH:17]=[CH:16][C:12]([C:13]([OH:15])=O)=[CH:11][N:10]=2)=[CH:4][CH:3]=1.S(Cl)(Cl)=O.[NH:22]1[CH2:27][CH2:26][CH2:25][CH2:24][CH2:23]1.C(N(CC)CC)C. The catalyst is C(Cl)Cl.CC(OC)(C)C. The product is [CH3:1][C:2]1[N:7]=[CH:6][C:5]([NH:8][C:9]2[N:10]=[CH:11][C:12]([C:13]([N:22]3[CH2:27][CH2:26][CH2:25][CH2:24][CH2:23]3)=[O:15])=[CH:16][CH:17]=2)=[CH:4][CH:3]=1. The yield is 0.630. (3) The reactants are [CH3:1][O:2][C:3]1[CH:4]=[C:5]([CH2:11][C:12](=O)[CH3:13])[CH:6]=[CH:7][C:8]=1[O:9][CH3:10].C([O-])(=O)C.[NH4+].C([O-])(=O)C.[Na+].C([BH3-])#[N:26].[Na+]. The catalyst is C(O)(=O)C.CO. The product is [CH3:1][O:2][C:3]1[CH:4]=[C:5]([CH2:11][CH:12]([NH2:26])[CH3:13])[CH:6]=[CH:7][C:8]=1[O:9][CH3:10]. The yield is 0.990. (4) The reactants are [NH2:1][C:2]1[CH:7]=[CH:6][C:5]([C:8]2([C:11]([O:13][CH3:14])=[O:12])[CH2:10][CH2:9]2)=[CH:4][C:3]=1[C:15]#[C:16][Si](C)(C)C. The catalyst is CN(C=O)C.[Cu]I. The product is [NH:1]1[C:2]2[C:3](=[CH:4][C:5]([C:8]3([C:11]([O:13][CH3:14])=[O:12])[CH2:10][CH2:9]3)=[CH:6][CH:7]=2)[CH:15]=[CH:16]1. The yield is 0.510. (5) The reactants are Br.[OH:2][C:3]1[CH:4]=[C:5]([N+:13]([O-:15])=[O:14])[CH:6]=[C:7]2[C:12]=1[N:11]=[CH:10][CH:9]=[CH:8]2.C([O-])([O-])=O.[K+].[K+]. The catalyst is [Na+].[I-].C(Br)C1C=CC=CC=1.CN(C=O)C. The product is [CH2:8]([O:2][C:3]1[CH:4]=[C:5]([N+:13]([O-:15])=[O:14])[CH:6]=[C:7]2[C:12]=1[N:11]=[CH:10][CH:9]=[CH:8]2)[C:7]1[CH:12]=[CH:3][CH:4]=[CH:5][CH:6]=1. The yield is 0.990.